Dataset: CYP1A2 inhibition data for predicting drug metabolism from PubChem BioAssay. Task: Regression/Classification. Given a drug SMILES string, predict its absorption, distribution, metabolism, or excretion properties. Task type varies by dataset: regression for continuous measurements (e.g., permeability, clearance, half-life) or binary classification for categorical outcomes (e.g., BBB penetration, CYP inhibition). Dataset: cyp1a2_veith. (1) The drug is COc1ccc(CNC(C)(C)C)cc1Cl.Cl. The result is 0 (non-inhibitor). (2) The molecule is Cc1cccc(Oc2ncnc3onc(C)c23)c1C. The result is 1 (inhibitor). (3) The compound is O=C(NC1CCCCC1)c1sc(=S)n2c1[nH]c(=O)c1ccccc12. The result is 1 (inhibitor). (4) The drug is O=C(c1ccco1)N1CCC[C@@]2(CCN(c3ncccn3)C2)C1. The result is 1 (inhibitor). (5) The molecule is CCC1=C(C)CN(C(=O)NCCc2ccc(S(=O)(=O)NC(=O)NC3CCC(C)CC3)cc2)C1=O. The result is 0 (non-inhibitor). (6) The drug is CC1(C)N=C(N)N=C(N)N1c1cccc(C(=O)Nc2ccc(S(=O)(=O)F)cc2)c1. The result is 0 (non-inhibitor). (7) The compound is Cc1ccc(OCC(=O)N2CCN(c3ccc([N+](=O)[O-])c(N4CCOCC4)c3)CC2)cc1. The result is 0 (non-inhibitor). (8) The molecule is Cc1cc(=O)[nH]c(SCC(=O)Nc2ccc(S(=O)(=O)N3CCOCC3)cc2)n1. The result is 0 (non-inhibitor). (9) The compound is C#CCCCO/N=C1/C[C@@H](O)[C@@H](O)[C@H]2[C@@H]1CC[C@H]1C(=O)N(c3ccc(F)cc3F)C(=O)[C@H]21. The result is 0 (non-inhibitor). (10) The drug is Br.Brc1ccc(C2=Nn3c(nnc3-c3cccnc3)SC2)s1. The result is 1 (inhibitor).